This data is from Catalyst prediction with 721,799 reactions and 888 catalyst types from USPTO. The task is: Predict which catalyst facilitates the given reaction. (1) Reactant: [C:1]([N:4]([C:33]1[CH:38]=[CH:37][C:36]([Cl:39])=[CH:35][CH:34]=1)[C@H:5]1[C:14]2[C:9](=[CH:10][CH:11]=[CH:12][CH:13]=2)[N:8]([C:15]([C:17]2[CH:22]=[CH:21][C:20](N3CCC(C(O)=O)CC3)=[CH:19][CH:18]=2)=[O:16])[C@@H:7]([CH3:32])[CH2:6]1)(=[O:3])[CH3:2].C1C=CC2N([OH:49])N=NC=2C=1.CN(C(ON1N=N[C:60]2[CH:61]=[CH:62][CH:63]=[N:64][C:59]1=2)=[N+](C)C)C.F[P-](F)(F)(F)(F)F.C([N:77]([CH:80](C)C)CC)(C)C.[Cl-].[NH4+]. Product: [C:1]([N:4]([C:33]1[CH:34]=[CH:35][C:36]([Cl:39])=[CH:37][CH:38]=1)[C@H:5]1[C:14]2[C:9](=[CH:10][CH:11]=[CH:12][CH:13]=2)[N:8]([C:15]([C:17]2[CH:18]=[CH:19][C:20]([N:64]3[CH2:59][CH2:60][CH:61]([C:80]([NH2:77])=[O:49])[CH2:62][CH2:63]3)=[CH:21][CH:22]=2)=[O:16])[C@@H:7]([CH3:32])[CH2:6]1)(=[O:3])[CH3:2]. The catalyst class is: 39. (2) Reactant: C(OC([N:8]1[CH2:16][CH:15]2[CH:10]([C:11](=[O:28])[N:12]([C:17]3[CH:22]=[CH:21][C:20]([O:23][C:24]([F:27])([F:26])[F:25])=[CH:19][CH:18]=3)[CH2:13][CH2:14]2)[CH2:9]1)=O)(C)(C)C.[ClH:29]. Product: [ClH:29].[F:27][C:24]([F:25])([F:26])[O:23][C:20]1[CH:21]=[CH:22][C:17]([N:12]2[CH2:13][CH2:14][CH:15]3[CH2:16][NH:8][CH2:9][CH:10]3[C:11]2=[O:28])=[CH:18][CH:19]=1. The catalyst class is: 13. (3) Reactant: [CH3:1][S:2]([C:5]1[CH:10]=[CH:9][C:8]([CH:11]2[CH2:16][CH:15]([C:17]([O:19]C)=[O:18])[CH2:14][CH2:13][N:12]2[C:21]([O:23][CH3:24])=[O:22])=[CH:7][CH:6]=1)(=[O:4])=[O:3].[Br-].[Li+].C(N(CC)CC)C.CC(OC)(C)C. Product: [CH3:24][O:23][C:21]([N:12]1[CH2:13][CH2:14][CH:15]([C:17]([OH:19])=[O:18])[CH2:16][CH:11]1[C:8]1[CH:7]=[CH:6][C:5]([S:2]([CH3:1])(=[O:4])=[O:3])=[CH:10][CH:9]=1)=[O:22]. The catalyst class is: 47. (4) Reactant: [F:1][C:2]1[CH:3]=[C:4]([CH:6]=[C:7]([F:9])[CH:8]=1)[NH2:5].C[Si]([N:14]=[C:15]=[O:16])(C)C. Product: [F:1][C:2]1[CH:3]=[C:4]([NH:5][C:15]([NH2:14])=[O:16])[CH:6]=[C:7]([F:9])[CH:8]=1. The catalyst class is: 2.